This data is from Forward reaction prediction with 1.9M reactions from USPTO patents (1976-2016). The task is: Predict the product of the given reaction. (1) Given the reactants [N:1]1[CH:2]=[CH:3][N:4]2[CH:9]=[CH:8][C:7]([CH2:10][NH:11][C:12]([C:14]3[S:15][C:16]([C:19]4[CH:20]=[N:21][N:22]([CH2:24][C:25]5([CH3:31])[CH2:30][CH2:29][NH:28][CH2:27][CH2:26]5)[CH:23]=4)=[CH:17][CH:18]=3)=[O:13])=[CH:6][C:5]=12.CN1CCOCC1.Br[CH2:40][C:41]([NH:43][CH2:44][CH2:45][C:46]([O:48]N1C(=O)CCC1=O)=O)=[O:42].[NH2:56][C@@H:57]([CH2:61][SH:62])[C:58]([OH:60])=[O:59], predict the reaction product. The product is: [N:1]1[CH:2]=[CH:3][N:4]2[CH:9]=[CH:8][C:7]([CH2:10][NH:11][C:12]([C:14]3[S:15][C:16]([C:19]4[CH:20]=[N:21][N:22]([CH2:24][C:25]5([CH3:31])[CH2:30][CH2:29][N:28]([C:46](=[O:48])[CH2:45][CH2:44][NH:43][C:41](=[O:42])[CH2:40][S:62][CH2:61][C@@H:57]([C:58]([OH:60])=[O:59])[NH2:56])[CH2:27][CH2:26]5)[CH:23]=4)=[CH:17][CH:18]=3)=[O:13])=[CH:6][C:5]=12. (2) Given the reactants [CH2:1]([O:3][C:4]([CH:6]1[CH2:11][CH2:10][CH2:9][CH:8]([NH:12][C:13]([C:15]2[C:16]([C:21]3[CH:26]=[CH:25][N:24]=[CH:23][C:22]=3F)=[N:17][O:18][C:19]=2[CH3:20])=[O:14])[CH2:7]1)=[O:5])[CH3:2].C[Si]([N-][Si](C)(C)C)(C)C, predict the reaction product. The product is: [CH2:1]([O:3][C:4]([CH:6]1[CH2:11][CH2:10][CH2:9][CH:8]([N:12]2[C:26]3[C:21](=[CH:22][CH:23]=[N:24][CH:25]=3)[C:16]3=[N:17][O:18][C:19]([CH3:20])=[C:15]3[C:13]2=[O:14])[CH2:7]1)=[O:5])[CH3:2]. (3) Given the reactants [Cl:1][C:2]([Cl:21])([Cl:20])[CH2:3][O:4][C:5](=[O:19])[CH:6](Cl)[CH2:7][C:8]1[CH:13]=[CH:12][C:11]([CH2:14][C:15]([OH:17])=[O:16])=[CH:10][CH:9]=1.[F:22][C:23]1[CH:28]=[CH:27][C:26]([CH2:29][CH2:30][SH:31])=[CH:25][CH:24]=1.COC(=O)C(SCCC1C=CC(F)=CC=1)CC1C=CC(C(C)(C)O[SiH2]C(C)(C)C)=CC=1, predict the reaction product. The product is: [Cl:1][C:2]([Cl:21])([Cl:20])[CH2:3][O:4][C:5](=[O:19])[CH:6]([S:31][CH2:30][CH2:29][C:26]1[CH:27]=[CH:28][C:23]([F:22])=[CH:24][CH:25]=1)[CH2:7][C:8]1[CH:13]=[CH:12][C:11]([CH2:14][C:15]([OH:17])=[O:16])=[CH:10][CH:9]=1. (4) The product is: [Cl:42][C:43]1[CH:55]=[C:54]([Cl:56])[CH:53]=[CH:52][C:44]=1[O:45][CH:46]1[CH2:47][CH2:48][N:49]([S:34]([C:33]2[C:29]([CH2:27][CH3:28])=[N:30][N:31]([CH3:40])[C:32]=2[CH2:38][CH3:39])(=[O:36])=[O:35])[CH2:50][CH2:51]1. Given the reactants ClC1C=C(C=CC=1Cl)OC1CCN(S(C2C(C)=NN(C)C=2C)(=O)=O)CC1.[CH2:27]([C:29]1[C:33]([S:34](Cl)(=[O:36])=[O:35])=[C:32]([CH2:38][CH3:39])[N:31]([CH3:40])[N:30]=1)[CH3:28].Cl.[Cl:42][C:43]1[CH:55]=[C:54]([Cl:56])[CH:53]=[CH:52][C:44]=1[O:45][CH:46]1[CH2:51][CH2:50][NH:49][CH2:48][CH2:47]1, predict the reaction product. (5) Given the reactants [Br:1][C:2]1[CH:3]=[C:4]([CH:10]=[CH:11][CH:12]=1)[O:5][CH2:6][C:7](=O)[CH3:8].Cl.[Cl:14][C:15]1[CH:16]=[C:17]([NH:21]N)[CH:18]=[CH:19][CH:20]=1, predict the reaction product. The product is: [Br:1][C:2]1[CH:3]=[C:4]([CH:10]=[CH:11][CH:12]=1)[O:5][C:6]1[C:18]2[C:17](=[CH:16][C:15]([Cl:14])=[CH:20][CH:19]=2)[NH:21][C:7]=1[CH3:8]. (6) Given the reactants Br[C:2]1[CH:7]=[CH:6][CH:5]=[C:4]([CH:8]([N:22]2[CH2:26][CH2:25][C:24]([F:28])([F:27])[CH2:23]2)[CH:9]([C:16]2[CH:17]=[N:18][CH:19]=[CH:20][CH:21]=2)[C:10]2[CH:11]=[N:12][CH:13]=[CH:14][CH:15]=2)[N:3]=1.C(=O)(OC(C)(C)C)[NH2:30].C([O-])([O-])=O.[Cs+].[Cs+].CC1(C)C2C(=C(P(C3C=CC=CC=3)C3C=CC=CC=3)C=CC=2)OC2C(P(C3C=CC=CC=3)C3C=CC=CC=3)=CC=CC1=2, predict the reaction product. The product is: [F:27][C:24]1([F:28])[CH2:25][CH2:26][N:22]([CH:8]([C:4]2[N:3]=[C:2]([NH2:30])[CH:7]=[CH:6][CH:5]=2)[CH:9]([C:16]2[CH:17]=[N:18][CH:19]=[CH:20][CH:21]=2)[C:10]2[CH:11]=[N:12][CH:13]=[CH:14][CH:15]=2)[CH2:23]1. (7) Given the reactants [C:1]([O:5][C:6]([N:8]1[CH2:13][CH2:12][CH:11]([NH:14][C:15]2[CH:20]=[C:19]([Cl:21])[N:18]=[N:17][C:16]=2Cl)[CH2:10][CH2:9]1)=[O:7])([CH3:4])([CH3:3])[CH3:2].O.[NH2:24][NH2:25], predict the reaction product. The product is: [C:1]([O:5][C:6]([N:8]1[CH2:13][CH2:12][CH:11]([NH:14][C:15]2[CH:20]=[C:19]([Cl:21])[N:18]=[N:17][C:16]=2[NH:24][NH2:25])[CH2:10][CH2:9]1)=[O:7])([CH3:4])([CH3:3])[CH3:2]. (8) Given the reactants [C:1]([O:6][CH:7]([O:9][CH2:10][CH2:11][CH2:12][CH3:13])[CH3:8])(=[O:5])[C:2]([CH3:4])=[CH2:3].[C:14]([O:19][CH2:20][CH:21]1[O:23][CH2:22]1)(=[O:18])[C:15]([CH3:17])=[CH2:16].[CH2:24](C(C)=O)C(C)C.N(C(C)(CC)C([O-])=O)=NC(C)(CC)C([O-])=O, predict the reaction product. The product is: [C:1]([O:6][CH:7]([O:9][CH2:10][CH2:11][CH2:12][CH3:13])[CH3:8])(=[O:5])[C:2]([CH3:4])=[CH2:3].[C:14]([O:19][CH2:20][CH:21]1[O:23][CH2:22]1)(=[O:18])[C:15]([CH3:17])=[CH2:16].[C:14]([O:19][CH:20]([CH3:24])[CH2:21][O:23][CH3:22])(=[O:18])[CH3:15]. (9) The product is: [OH:2][C:3]1[CH:20]=[CH:19][C:18]2[C@@H:17]3[C@H:8]([C@H:9]4[C@@:13]([CH2:15][CH2:16]3)([CH3:14])[C@@H:12]([OH:21])[CH2:11][CH2:10]4)[C@H:7]([CH2:22][CH2:44][CH2:43][CH2:42][CH2:41][CH2:40][CH2:39][CH2:38][CH:32]([CH2:31][CH2:30][CH2:29][CH2:28][CH2:27][C:26]([F:25])([F:49])[C:45]([F:46])([F:47])[F:48])[C:33]([OH:35])=[O:34])[CH2:6][C:5]=2[CH:4]=1. Given the reactants C[O:2][C:3]1[CH:20]=[CH:19][C:18]2[C@@H:17]3[C@H:8]([C@H:9]4[C@@:13]([CH2:15][CH2:16]3)([CH3:14])[C@@H:12]([OH:21])[CH2:11][CH2:10]4)[C@H:7]([CH2:22]C=C)[CH2:6][C:5]=2[CH:4]=1.[F:25][C:26]([F:49])([C:45]([F:48])([F:47])[F:46])[CH2:27][CH2:28][CH2:29][CH2:30][CH2:31][CH:32]([CH2:38][CH2:39][CH2:40][CH2:41][CH2:42][CH:43]=[CH2:44])[C:33]([O:35]CC)=[O:34], predict the reaction product.